This data is from Catalyst prediction with 721,799 reactions and 888 catalyst types from USPTO. The task is: Predict which catalyst facilitates the given reaction. (1) Product: [Cl:26][C:27]1[C:28]([N:33]2[C:37]([C:38]([NH:1][C:2]3[C:3]([C:4](=[O:5])[N:6]=[S:7]([CH:11]([CH3:13])[CH3:12])[CH:8]([CH3:9])[CH3:10])=[CH:14][C:15]([Cl:19])=[CH:16][C:17]=3[Cl:18])=[O:39])=[CH:36][C:35]([C:41]([F:44])([F:42])[F:43])=[N:34]2)=[N:29][CH:30]=[CH:31][CH:32]=1. Reactant: [NH2:1][C:2]1[C:17]([Cl:18])=[CH:16][C:15]([Cl:19])=[CH:14][C:3]=1[C:4]([N:6]=[S:7]([CH:11]([CH3:13])[CH3:12])[CH:8]([CH3:10])[CH3:9])=[O:5].C(=O)([O-])[O-].[K+].[K+].[Cl:26][C:27]1[C:28]([N:33]2[C:37]([C:38](Cl)=[O:39])=[CH:36][C:35]([C:41]([F:44])([F:43])[F:42])=[N:34]2)=[N:29][CH:30]=[CH:31][CH:32]=1.O. The catalyst class is: 11. (2) Reactant: [I:1][C:2]1[N:7]2[N:8]=[CH:9][C:10]([C:11]([OH:13])=O)=[C:6]2[CH:5]=[C:4]([CH3:14])[CH:3]=1.CN(C(ON1N=NC2C=CC=NC1=2)=[N+](C)C)C.F[P-](F)(F)(F)(F)F.C(N(CC)CC)C.Cl.[C@H:47]12[CH2:53][C@H:50]([NH:51][CH2:52]1)[CH2:49][O:48]2. Product: [C@H:47]12[CH2:53][C@H:50]([N:51]([C:11]([C:10]3[CH:9]=[N:8][N:7]4[C:2]([I:1])=[CH:3][C:4]([CH3:14])=[CH:5][C:6]=34)=[O:13])[CH2:52]1)[CH2:49][O:48]2. The catalyst class is: 18. (3) Reactant: [CH:1]1([CH2:4][C:5]([O:7][CH3:8])=[O:6])[CH2:3][CH2:2]1.[Li+].[CH3:10]C([N-]C(C)C)C. Product: [CH:1]1([CH:4]([CH3:10])[C:5]([O:7][CH3:8])=[O:6])[CH2:3][CH2:2]1. The catalyst class is: 1. (4) Reactant: Br[C:2]1[N:10]([CH2:11][C:12]2[CH:17]=[CH:16][C:15]([Cl:18])=[CH:14][CH:13]=2)[C:9]2[C:8](=[O:19])[N:7]([CH3:20])[C:6](=[O:21])[N:5]([CH3:22])[C:4]=2[N:3]=1.[F:23][C:24]([F:33])([F:32])[C:25]1[CH:26]=[C:27]([SH:31])[CH:28]=[CH:29][CH:30]=1.C(=O)([O-])[O-].[K+].[K+]. Product: [Cl:18][C:15]1[CH:16]=[CH:17][C:12]([CH2:11][N:10]2[C:9]3[C:8](=[O:19])[N:7]([CH3:20])[C:6](=[O:21])[N:5]([CH3:22])[C:4]=3[N:3]=[C:2]2[S:31][C:27]2[CH:28]=[CH:29][CH:30]=[C:25]([C:24]([F:23])([F:32])[F:33])[CH:26]=2)=[CH:13][CH:14]=1. The catalyst class is: 39.